From a dataset of Reaction yield outcomes from USPTO patents with 853,638 reactions. Predict the reaction yield, written as a fraction of the theoretical maximum amount of product (1.0 means a 100% yield; for example, 0.34 means a 34% yield). (1) The reactants are Br[C:2]1[CH:7]=[CH:6][C:5]([F:8])=[CH:4][C:3]=1[CH:9]1[O:13]CCO1.C([Li])CCC.[B:19](OC(C)C)([O:24]C(C)C)[O:20]C(C)C.Cl. The catalyst is O1CCCC1.CCCCCC.O. The product is [F:8][C:5]1[CH:6]=[CH:7][C:2]([B:19]([OH:24])[OH:20])=[C:3]([CH:9]=[O:13])[CH:4]=1. The yield is 0.770. (2) The reactants are [Br:1][C:2]1[CH:3]=[CH:4][C:5]2[C:10](=[O:11])O[C:8](=[O:12])[N:7]([CH3:13])[C:6]=2[CH:14]=1.[H-].[Na+].CN(C=O)C.BrC1C=C[C:26]2[C:31](=[O:32])[O:30][C:29](=O)NC=2C=1.IC. The catalyst is O. The product is [Br:1][C:2]1[CH:14]=[C:6]2[C:5]([C:10]([OH:11])=[C:26]([C:31]([O:30][CH3:29])=[O:32])[C:8](=[O:12])[N:7]2[CH3:13])=[CH:4][CH:3]=1. The yield is 0.740. (3) The reactants are [C:1]([O:5][C:6](=[O:13])[NH:7][CH:8]1[CH2:11][C:10](=O)[CH2:9]1)([CH3:4])([CH3:3])[CH3:2].[CH3:14][O:15][C:16](=[O:37])[CH:17]=P(C1C=CC=CC=1)(C1C=CC=CC=1)C1C=CC=CC=1.O. The catalyst is C1(C)C=CC=CC=1. The product is [CH3:14][O:15][C:16](=[O:37])[CH:17]=[C:10]1[CH2:11][CH:8]([NH:7][C:6]([O:5][C:1]([CH3:4])([CH3:3])[CH3:2])=[O:13])[CH2:9]1. The yield is 0.960. (4) The catalyst is CO. The reactants are [NH2:1][C:2]1[N:7]=[C:6]([NH:8][CH2:9][C:10]([NH:12][C:13]2[CH:18]=[CH:17][CH:16]=[C:15]([C:19]([F:22])([F:21])[F:20])[CH:14]=2)=[O:11])[C:5]([CH:23]=O)=[C:4]([S:25][CH3:26])[N:3]=1.C(=O)(O)[O-].[K+].Cl.[OH:33][NH2:34]. The yield is 0.290. The product is [NH2:1][C:2]1[N:7]=[C:6]([NH:8][CH2:9][C:10]([NH:12][C:13]2[CH:18]=[CH:17][CH:16]=[C:15]([C:19]([F:22])([F:21])[F:20])[CH:14]=2)=[O:11])[C:5]([CH:23]=[N:34][OH:33])=[C:4]([S:25][CH3:26])[N:3]=1. (5) The reactants are [F:1][C:2]1[CH:3]=[C:4]([CH:23]=[C:24]([F:26])[CH:25]=1)[C:5]([C:7]1[CH:8]=[C:9]2[C:13](=[CH:14][CH:15]=1)[NH:12][N:11]=[C:10]2[NH:16][C:17](=[O:22])[C:18]([F:21])([F:20])[F:19])=[O:6].Cl[C:28]([C:41]1[CH:46]=[CH:45][CH:44]=[CH:43][CH:42]=1)([C:35]1[CH:40]=[CH:39][CH:38]=[CH:37][CH:36]=1)[C:29]1[CH:34]=[CH:33][CH:32]=[CH:31][CH:30]=1.C(N(CC)CC)C. The catalyst is ClCCl. The product is [F:1][C:2]1[CH:3]=[C:4]([CH:23]=[C:24]([F:26])[CH:25]=1)[C:5]([C:7]1[CH:8]=[C:9]2[C:13](=[CH:14][CH:15]=1)[N:12]([C:28]([C:29]1[CH:34]=[CH:33][CH:32]=[CH:31][CH:30]=1)([C:41]1[CH:42]=[CH:43][CH:44]=[CH:45][CH:46]=1)[C:35]1[CH:36]=[CH:37][CH:38]=[CH:39][CH:40]=1)[N:11]=[C:10]2[NH:16][C:17](=[O:22])[C:18]([F:20])([F:21])[F:19])=[O:6]. The yield is 0.860.